Dataset: Reaction yield outcomes from USPTO patents with 853,638 reactions. Task: Predict the reaction yield, written as a fraction of the theoretical maximum amount of product (1.0 means a 100% yield; for example, 0.34 means a 34% yield). The reactants are O.[NH2:2][NH2:3].[Br:4][C:5]1[CH:6]=[C:7]([CH2:11][C:12]([C:14]2[C:15]([C:21]([O:23]C)=O)=[C:16]([CH3:20])[NH:17][C:18]=2[CH3:19])=O)[CH:8]=[CH:9][CH:10]=1. The catalyst is C(O)(=O)C. The product is [Br:4][C:5]1[CH:6]=[C:7]([CH:8]=[CH:9][CH:10]=1)[CH2:11][C:12]1[C:14]2[C:15](=[C:16]([CH3:20])[NH:17][C:18]=2[CH3:19])[C:21](=[O:23])[NH:2][N:3]=1. The yield is 0.567.